This data is from Reaction yield outcomes from USPTO patents with 853,638 reactions. The task is: Predict the reaction yield, written as a fraction of the theoretical maximum amount of product (1.0 means a 100% yield; for example, 0.34 means a 34% yield). (1) The reactants are Cl[C:2]1[CH:3]=[CH:4][C:5]([C:9]2[C:17]3[C:12](=[CH:13][N:14]=[C:15]([C:18]4[CH:19]=[N:20][CH:21]=[CH:22][CH:23]=4)[CH:16]=3)[N:11]([CH2:24][O:25][CH2:26][CH2:27][Si:28]([CH3:31])([CH3:30])[CH3:29])[N:10]=2)=[N:6][C:7]=1[F:8].[CH3:32]B(O)O.C([O-])(=O)C.[K+].O. The yield is 0.840. The catalyst is C(=O)([O-])[O-].[Na+].[Na+].C1C=CC(P(C2C=CC=CC=2)[C-]2C=CC=C2)=CC=1.C1C=CC(P(C2C=CC=CC=2)[C-]2C=CC=C2)=CC=1.Cl[Pd]Cl.[Fe+2].C(#N)C. The product is [F:8][C:7]1[N:6]=[C:5]([C:9]2[C:17]3[C:12](=[CH:13][N:14]=[C:15]([C:18]4[CH:19]=[N:20][CH:21]=[CH:22][CH:23]=4)[CH:16]=3)[N:11]([CH2:24][O:25][CH2:26][CH2:27][Si:28]([CH3:31])([CH3:30])[CH3:29])[N:10]=2)[CH:4]=[CH:3][C:2]=1[CH3:32]. (2) The reactants are [CH3:1][Si:2]([CH3:15])([CH3:14])[CH2:3][CH2:4][O:5][CH2:6][N:7]1[CH:11]=[C:10]([C:12]#[N:13])[N:9]=[CH:8]1.[Br:16]N1C(=O)CCC1=O.N(C(C)(C)C#N)=NC(C)(C)C#N. The catalyst is C(Cl)(Cl)(Cl)Cl.CCOC(C)=O. The product is [Br:16][C:8]1[N:7]([CH2:6][O:5][CH2:4][CH2:3][Si:2]([CH3:15])([CH3:14])[CH3:1])[CH:11]=[C:10]([C:12]#[N:13])[N:9]=1. The yield is 0.770. (3) The reactants are [C:1]1([C:7]([C:15]2[CH:20]=[CH:19][CH:18]=[CH:17][CH:16]=2)([C:9]2[CH:14]=[CH:13][CH:12]=[CH:11][CH:10]=2)Cl)[CH:6]=[CH:5][CH:4]=[CH:3][CH:2]=1.Cl.[CH2:22]([CH2:24][NH2:25])[OH:23].O. The catalyst is N1C=CC=CC=1. The product is [C:1]1([C:7]([C:15]2[CH:20]=[CH:19][CH:18]=[CH:17][CH:16]=2)([C:9]2[CH:14]=[CH:13][CH:12]=[CH:11][CH:10]=2)[O:23][CH2:22][CH2:24][NH2:25])[CH:6]=[CH:5][CH:4]=[CH:3][CH:2]=1. The yield is 0.280. (4) The reactants are [Br:1][CH2:2][CH2:3][CH2:4]Br.[C:6]([C:8]1[CH:13]=[CH:12][C:11]([OH:14])=[CH:10][CH:9]=1)#[N:7].C([O-])([O-])=O.[K+].[K+]. The catalyst is CC#N. The product is [Br:1][CH2:2][CH2:3][CH2:4][O:14][C:11]1[CH:12]=[CH:13][C:8]([C:6]#[N:7])=[CH:9][CH:10]=1. The yield is 0.690. (5) The reactants are [OH:1][C:2]([C:35]1[S:36][CH:37]=[CH:38][CH:39]=1)([C:30]1[S:31][CH:32]=[CH:33][CH:34]=1)[C:3]([O:5][C@H:6]1[CH2:11][CH2:10][C@H:9]([N:12]([CH2:14][CH2:15][CH2:16][C:17]2[O:21][N:20]=[C:19]([C:22]3[CH:27]=[CH:26][C:25]([CH2:28][OH:29])=[CH:24][CH:23]=3)[N:18]=2)[CH3:13])[CH2:8][CH2:7]1)=[O:4]. The catalyst is C(Cl)(Cl)Cl.[O-2].[Mn+2]. The product is [OH:1][C:2]([C:30]1[S:31][CH:32]=[CH:33][CH:34]=1)([C:35]1[S:36][CH:37]=[CH:38][CH:39]=1)[C:3]([O:5][C@H:6]1[CH2:7][CH2:8][C@H:9]([N:12]([CH2:14][CH2:15][CH2:16][C:17]2[O:21][N:20]=[C:19]([C:22]3[CH:27]=[CH:26][C:25]([CH:28]=[O:29])=[CH:24][CH:23]=3)[N:18]=2)[CH3:13])[CH2:10][CH2:11]1)=[O:4]. The yield is 0.980.